Dataset: Reaction yield outcomes from USPTO patents with 853,638 reactions. Task: Predict the reaction yield, written as a fraction of the theoretical maximum amount of product (1.0 means a 100% yield; for example, 0.34 means a 34% yield). (1) The reactants are Br[C:2]1[CH:3]=[CH:4][C:5]([NH:9][CH2:10][C:11]2[CH:16]=[CH:15][CH:14]=[CH:13][C:12]=2[Cl:17])=[N:6][C:7]=1[F:8].C([Li])CCC.C([Li])(C)(C)C.[CH:28]([Si:31]([CH:46]([CH3:48])[CH3:47])([CH:43]([CH3:45])[CH3:44])[N:32]1[C:36]2=[N:37][CH:38]=[CH:39][CH:40]=[C:35]2[C:34]([CH:41]=[O:42])=[CH:33]1)([CH3:30])[CH3:29].[Cl-].[NH4+]. The catalyst is O1CCCC1. The product is [Cl:17][C:12]1[CH:13]=[CH:14][CH:15]=[CH:16][C:11]=1[CH2:10][NH:9][C:5]1[N:6]=[C:7]([F:8])[C:2]([CH:41]([C:34]2[C:35]3[C:36](=[N:37][CH:38]=[CH:39][CH:40]=3)[N:32]([Si:31]([CH:43]([CH3:45])[CH3:44])([CH:46]([CH3:48])[CH3:47])[CH:28]([CH3:29])[CH3:30])[CH:33]=2)[OH:42])=[CH:3][CH:4]=1. The yield is 0.176. (2) The reactants are [NH2:1][C:2]1[CH:3]=[C:4]([CH:16]=[CH:17][CH:18]=1)[O:5][C:6]1[CH:11]=[CH:10][N:9]=[C:8]2[NH:12][C:13](=[O:15])[NH:14][C:7]=12.[F:19][C:20]1[CH:21]=[C:22]([CH:26]=[C:27]([N:29]2[CH2:34][CH2:33][O:32][CH2:31][CH2:30]2)[CH:28]=1)[C:23](Cl)=[O:24]. No catalyst specified. The product is [F:19][C:20]1[CH:21]=[C:22]([CH:26]=[C:27]([N:29]2[CH2:34][CH2:33][O:32][CH2:31][CH2:30]2)[CH:28]=1)[C:23]([NH:1][C:2]1[CH:18]=[CH:17][CH:16]=[C:4]([O:5][C:6]2[CH:11]=[CH:10][N:9]=[C:8]3[NH:12][C:13](=[O:15])[NH:14][C:7]=23)[CH:3]=1)=[O:24]. The yield is 0.650. (3) The reactants are [CH2:1]([Li])[CH2:2][CH2:3][CH3:4].C(NC(C)C)(C)C.F[C:14]1[CH:19]=[CH:18]C=C[N:15]=1.CON(C)C(=O)C.O.[NH2:28][NH2:29]. The catalyst is CCCCCC.C1COCC1. The product is [CH3:4][C:3]1[C:2]2[C:1](=[N:15][CH:14]=[CH:19][CH:18]=2)[NH:29][N:28]=1. The yield is 0.690. (4) The yield is 0.612. The catalyst is C(Cl)Cl. The reactants are [Br:1][C:2]1[CH:7]=[C:6]([F:8])[C:5]([CH2:9]O)=[C:4]([F:11])[CH:3]=1.[Br:12]P(Br)Br. The product is [Br:1][C:2]1[CH:7]=[C:6]([F:8])[C:5]([CH2:9][Br:12])=[C:4]([F:11])[CH:3]=1. (5) The product is [NH2:43][C@@H:13]([CH2:12][C:9]1[CH:8]=[CH:7][C:6]([O:5][C:1]([CH3:2])([CH3:3])[CH3:4])=[CH:11][CH:10]=1)[C:14]([N:16]([CH2:35][CH:36]([O:40][CH2:41][CH3:42])[O:37][CH2:38][CH3:39])[CH2:17][C:18]1[C:23]2[N:24]=[C:25]([NH:27][C:28]([O:30][C:31]([CH3:33])([CH3:34])[CH3:32])=[O:29])[S:26][C:22]=2[CH:21]=[CH:20][CH:19]=1)=[O:15]. No catalyst specified. The yield is 0.990. The reactants are [C:1]([O:5][C:6]1[CH:11]=[CH:10][C:9]([CH2:12][C@H:13]([NH:43]C(=O)OCC2C3C=CC=CC=3C3C2=CC=CC=3)[C:14]([N:16]([CH2:35][CH:36]([O:40][CH2:41][CH3:42])[O:37][CH2:38][CH3:39])[CH2:17][C:18]2[C:23]3[N:24]=[C:25]([NH:27][C:28]([O:30][C:31]([CH3:34])([CH3:33])[CH3:32])=[O:29])[S:26][C:22]=3[CH:21]=[CH:20][CH:19]=2)=[O:15])=[CH:8][CH:7]=1)([CH3:4])([CH3:3])[CH3:2].N1CCCCC1.ClCCl. (6) The reactants are Cl[C:2]1[N:7]=[C:6]([C:8]2[S:12][C:11]([CH:13]3[CH2:16][CH2:15][CH2:14]3)=[N:10][C:9]=2[C:17]2[C:18]([F:35])=[C:19]([NH:23][S:24]([C:27]3[CH:32]=[C:31]([F:33])[CH:30]=[CH:29][C:28]=3[F:34])(=[O:26])=[O:25])[CH:20]=[CH:21][CH:22]=2)[CH:5]=[CH:4][N:3]=1.[CH3:36][S:37]([N:40]1[CH2:45][CH2:44][CH:43]([NH2:46])[CH2:42][CH2:41]1)(=[O:39])=[O:38]. The catalyst is C1COCC1. The product is [CH:13]1([C:11]2[S:12][C:8]([C:6]3[CH:5]=[CH:4][N:3]=[C:2]([NH:46][CH:43]4[CH2:44][CH2:45][N:40]([S:37]([CH3:36])(=[O:39])=[O:38])[CH2:41][CH2:42]4)[N:7]=3)=[C:9]([C:17]3[C:18]([F:35])=[C:19]([NH:23][S:24]([C:27]4[CH:32]=[C:31]([F:33])[CH:30]=[CH:29][C:28]=4[F:34])(=[O:26])=[O:25])[CH:20]=[CH:21][CH:22]=3)[N:10]=2)[CH2:16][CH2:15][CH2:14]1. The yield is 0.590. (7) The reactants are [CH:1]([NH2:4])([CH3:3])[CH3:2].C(N(CC)C(C)C)(C)C.[Cl:14][C:15]1[N:20]=[C:19](Cl)[C:18]([N+:22]([O-:24])=[O:23])=[C:17]([O:25][CH3:26])[N:16]=1. The catalyst is ClCCl. The product is [Cl:14][C:15]1[N:20]=[C:19]([NH:4][CH:1]([CH3:3])[CH3:2])[C:18]([N+:22]([O-:24])=[O:23])=[C:17]([O:25][CH3:26])[N:16]=1. The yield is 0.861. (8) The reactants are [CH:1]([N:4]([C:8]1[CH:13]=[CH:12][C:11]2[O:14][CH2:15][O:16][C:10]=2[CH:9]=1)[C:5]([NH2:7])=[O:6])([CH3:3])[CH3:2].[CH2:17]1[O:21][C:20]2[CH:22]=[C:23]([Cl:28])[C:24]([CH:26]=O)=[CH:25][C:19]=2[O:18]1. No catalyst specified. The product is [CH:1]([N:4]1[C:8]2[C:13](=[CH:12][C:11]3[O:14][CH2:15][O:16][C:10]=3[CH:9]=2)[CH:26]([C:24]2[CH:25]=[C:19]3[O:18][CH2:17][O:21][C:20]3=[CH:22][C:23]=2[Cl:28])[NH:7][C:5]1=[O:6])([CH3:3])[CH3:2]. The yield is 0.650. (9) The reactants are [CH:1]1([CH:7]([NH:21][C:22]2[CH:31]=[CH:30][C:25]([C:26]([O:28]C)=[O:27])=[CH:24][CH:23]=2)[C:8]2[CH:12]=[C:11]([C:13]3[CH:14]=[N:15][C:16](F)=[CH:17][CH:18]=3)[O:10][C:9]=2[CH3:20])[CH2:6][CH2:5][CH2:4][CH2:3][CH2:2]1.[CH3:32][C:33]([OH:38])([CH3:37])[CH2:34][CH2:35][OH:36].[OH-].[Li+].Cl. The catalyst is O1CCCC1.O. The product is [CH:1]1([CH:7]([NH:21][C:22]2[CH:31]=[CH:30][C:25]([C:26]([OH:28])=[O:27])=[CH:24][CH:23]=2)[C:8]2[CH:12]=[C:11]([C:13]3[CH:14]=[N:15][C:16]([O:36][CH2:35][CH2:34][C:33]([OH:38])([CH3:37])[CH3:32])=[CH:17][CH:18]=3)[O:10][C:9]=2[CH3:20])[CH2:2][CH2:3][CH2:4][CH2:5][CH2:6]1. The yield is 0.160. (10) The reactants are [NH:1]1[CH2:6][CH2:5][CH2:4][CH2:3][CH2:2]1.CN(C)C=O.Cl[C:13]1[CH:18]=[CH:17][C:16]([CH3:19])=[CH:15][C:14]=1[N+:20]([O-:22])=[O:21]. The catalyst is O. The product is [CH3:19][C:16]1[CH:17]=[CH:18][C:13]([N:1]2[CH2:6][CH2:5][CH2:4][CH2:3][CH2:2]2)=[C:14]([N+:20]([O-:22])=[O:21])[CH:15]=1. The yield is 0.462.